From a dataset of Reaction yield outcomes from USPTO patents with 853,638 reactions. Predict the reaction yield, written as a fraction of the theoretical maximum amount of product (1.0 means a 100% yield; for example, 0.34 means a 34% yield). (1) The reactants are Br[C:2]1[C:11]2[C:10](=[O:12])[C:9]3[N:13]=[CH:14][C:15]([CH3:17])=[CH:16][C:8]=3[C:7](=[O:18])[C:6]=2[N:5]=[CH:4][CH:3]=1.C([O-])([O-])=O.[Na+].[Na+].[C:25]([O:29][C:30](=[O:53])[NH:31][CH2:32][CH2:33][CH2:34][O:35][C:36]1[CH:41]=[CH:40][C:39](B2OC(C)(C)C(C)(C)O2)=[CH:38][C:37]=1[O:51][CH3:52])([CH3:28])([CH3:27])[CH3:26]. The catalyst is C1(C)C=CC=CC=1.C1C=CC([P]([Pd]([P](C2C=CC=CC=2)(C2C=CC=CC=2)C2C=CC=CC=2)([P](C2C=CC=CC=2)(C2C=CC=CC=2)C2C=CC=CC=2)[P](C2C=CC=CC=2)(C2C=CC=CC=2)C2C=CC=CC=2)(C2C=CC=CC=2)C2C=CC=CC=2)=CC=1. The product is [C:25]([O:29][C:30](=[O:53])[NH:31][CH2:32][CH2:33][CH2:34][O:35][C:36]1[CH:41]=[CH:40][C:39]([C:2]2[C:11]3[C:10](=[O:12])[C:9]4[N:13]=[CH:14][C:15]([CH3:17])=[CH:16][C:8]=4[C:7](=[O:18])[C:6]=3[N:5]=[CH:4][CH:3]=2)=[CH:38][C:37]=1[O:51][CH3:52])([CH3:27])([CH3:28])[CH3:26]. The yield is 0.720. (2) The reactants are [Cl:1][C:2]1[CH:7]=[CH:6][C:5]([C:8]2[N:9]=[C:10]([C:24]([OH:26])=[O:25])[C:11]([C:21](O)=[O:22])=[N:12][C:13]=2[C:14]2[CH:19]=[CH:18][C:17]([CH3:20])=[CH:16][CH:15]=2)=[CH:4][CH:3]=1.C(Cl)(=O)C. No catalyst specified. The product is [Cl:1][C:2]1[CH:3]=[CH:4][C:5]([C:8]2[N:9]=[C:10]3[C:24](=[O:25])[O:26][C:21](=[O:22])[C:11]3=[N:12][C:13]=2[C:14]2[CH:19]=[CH:18][C:17]([CH3:20])=[CH:16][CH:15]=2)=[CH:6][CH:7]=1. The yield is 1.00. (3) The reactants are C([O:8][C:9]1[CH:56]=[CH:55][CH:54]=[CH:53][C:10]=1[CH2:11][S:12]([NH:15][CH2:16][CH2:17][C:18]1[N:19]([CH:40]([C:47]2[CH:52]=[CH:51][CH:50]=[CH:49][CH:48]=2)[C:41]2[CH:46]=[CH:45][CH:44]=[CH:43][CH:42]=2)[C:20]2[C:25]([C:26]=1[CH2:27][CH2:28][O:29][C:30]1[CH:38]=[CH:37][C:33]([C:34]([OH:36])=[O:35])=[CH:32][CH:31]=1)=[CH:24][C:23]([Cl:39])=[CH:22][CH:21]=2)(=[O:14])=[O:13])C1C=CC=CC=1.[CH2:57]1COCC1. The catalyst is [Pd].CO. The product is [CH3:57][O:36][C:34](=[O:35])[C:33]1[CH:37]=[CH:38][C:30]([O:29][CH2:28][CH2:27][C:26]2[C:25]3[C:20](=[CH:21][CH:22]=[C:23]([Cl:39])[CH:24]=3)[N:19]([CH:40]([C:47]3[CH:52]=[CH:51][CH:50]=[CH:49][CH:48]=3)[C:41]3[CH:42]=[CH:43][CH:44]=[CH:45][CH:46]=3)[C:18]=2[CH2:17][CH2:16][NH:15][S:12]([CH2:11][C:10]2[CH:53]=[CH:54][CH:55]=[CH:56][C:9]=2[OH:8])(=[O:13])=[O:14])=[CH:31][CH:32]=1. The yield is 0.760. (4) The reactants are [CH2:1]([N:8]([CH2:29][CH3:30])[C:9](=[O:28])[CH2:10][O:11][C:12]1[CH:17]=[CH:16][C:15]([CH2:18][C@H:19]([O:25][CH2:26][CH3:27])[C:20]([O:22]CC)=[O:21])=[CH:14][CH:13]=1)[C:2]1[CH:7]=[CH:6][CH:5]=[CH:4][CH:3]=1.[Li+].[OH-].Cl. The catalyst is C(#N)C. The product is [CH2:1]([N:8]([CH2:29][CH3:30])[C:9](=[O:28])[CH2:10][O:11][C:12]1[CH:17]=[CH:16][C:15]([CH2:18][C@H:19]([O:25][CH2:26][CH3:27])[C:20]([OH:22])=[O:21])=[CH:14][CH:13]=1)[C:2]1[CH:7]=[CH:6][CH:5]=[CH:4][CH:3]=1. The yield is 0.920. (5) The product is [CH2:18]([O:17][C:14]1[CH:15]=[C:16]2[C:11]([CH:10]=[CH:9][N:8]=[C:7]2[NH:33][CH:27]2[CH2:32][CH2:31][CH2:30][CH2:29][CH2:28]2)=[CH:12][N:13]=1)[C:19]1[CH:24]=[CH:23][CH:22]=[CH:21][CH:20]=1. The catalyst is CN1C(=O)CCC1. The reactants are FC(F)(F)S(O[C:7]1[C:16]2[C:11](=[CH:12][N:13]=[C:14]([O:17][CH2:18][C:19]3[CH:24]=[CH:23][CH:22]=[CH:21][CH:20]=3)[CH:15]=2)[CH:10]=[CH:9][N:8]=1)(=O)=O.[CH:27]1([NH2:33])[CH2:32][CH2:31][CH2:30][CH2:29][CH2:28]1. The yield is 0.620. (6) The reactants are [H-].[Na+].[CH3:3][C:4]1[CH:5]=[N:6][NH:7][CH:8]=1.Br[CH:10]([CH2:18][CH2:19]Br)[C:11]([O:13][C:14]([CH3:17])([CH3:16])[CH3:15])=[O:12]. The catalyst is O1CCCC1. The product is [CH3:3][C:4]1[CH:5]=[N:6][N:7]([C:10]2([C:11]([O:13][C:14]([CH3:17])([CH3:16])[CH3:15])=[O:12])[CH2:19][CH2:18]2)[CH:8]=1. The yield is 0.440. (7) The reactants are [NH:1]([C:6]([O:8][C:9]([CH3:12])([CH3:11])[CH3:10])=[O:7])[CH2:2][C:3]([OH:5])=O.C(N=C=NC(C)C)(C)C.C1C=CC2N(O)N=NC=2C=1.[F:32][C:33]1[CH:34]=[C:35]([CH:38]=[C:39]([C:41]([F:44])([F:43])[F:42])[CH:40]=1)[CH2:36][NH2:37]. The catalyst is CN(C=O)C. The product is [C:9]([O:8][C:6](=[O:7])[NH:1][CH2:2][C:3](=[O:5])[NH:37][CH2:36][C:35]1[CH:38]=[C:39]([C:41]([F:42])([F:43])[F:44])[CH:40]=[C:33]([F:32])[CH:34]=1)([CH3:12])([CH3:11])[CH3:10]. The yield is 0.960.